This data is from Full USPTO retrosynthesis dataset with 1.9M reactions from patents (1976-2016). The task is: Predict the reactants needed to synthesize the given product. (1) Given the product [Br:17][C:12]1[CH:11]=[CH:10][C:9]2[N:8]([CH2:19][CH2:20][CH:21]3[CH2:22][O:23]3)[C:7]3[C:15]([C:14]=2[CH:13]=1)=[CH:16][C:4]([Br:3])=[CH:5][CH:6]=3, predict the reactants needed to synthesize it. The reactants are: [OH-].[K+].[Br:3][C:4]1[CH:5]=[CH:6][C:7]2[NH:8][C:9]3[C:14]([C:15]=2[CH:16]=1)=[CH:13][C:12]([Br:17])=[CH:11][CH:10]=3.Br[CH2:19][CH2:20][CH:21]1[O:23][CH2:22]1. (2) Given the product [OH:43][CH:44]([C:46]1[CH:54]=[CH:53][C:49]([C:50]([OH:52])=[O:51])=[CH:48][CH:47]=1)[CH2:45][O:1][C:2]1[CH:7]=[CH:6][CH:5]=[C:4]([CH2:8][CH2:9][NH:10][C:11]([C@:13]23[CH2:39][CH2:38][C@@H:37]([C:40]([CH3:42])=[CH2:41])[CH:14]2[CH:15]2[C@@:28]([CH3:31])([CH2:29][CH2:30]3)[C@@:27]3([CH3:32])[CH:18]([C@:19]4([CH3:36])[CH:24]([CH2:25][CH2:26]3)[C:23]([CH3:33])([CH3:34])[C@@H:22]([OH:35])[CH2:21][CH2:20]4)[CH2:17][CH2:16]2)=[O:12])[CH:3]=1, predict the reactants needed to synthesize it. The reactants are: [OH:1][C:2]1[CH:3]=[C:4]([CH2:8][CH2:9][NH:10][C:11]([C@:13]23[CH2:39][CH2:38][C@@H:37]([C:40]([CH3:42])=[CH2:41])[CH:14]2[CH:15]2[C@@:28]([CH3:31])([CH2:29][CH2:30]3)[C@@:27]3([CH3:32])[CH:18]([C@:19]4([CH3:36])[CH:24]([CH2:25][CH2:26]3)[C:23]([CH3:34])([CH3:33])[C@@H:22]([OH:35])[CH2:21][CH2:20]4)[CH2:17][CH2:16]2)=[O:12])[CH:5]=[CH:6][CH:7]=1.[O:43]1[CH2:45][CH:44]1[C:46]1[CH:54]=[CH:53][C:49]([C:50]([OH:52])=[O:51])=[CH:48][CH:47]=1.C([O-])([O-])=O.[Cs+].[Cs+].O. (3) Given the product [NH2:1][C:2]1[N:7]=[C:6]([C:8]([NH:10][CH2:11][C:12]2[CH:17]=[CH:16][CH:15]=[C:14]([CH2:18][OH:19])[N:13]=2)=[O:9])[CH:5]=[C:4]([C:39]2[O:40][CH:41]=[CH:42][CH:43]=2)[N:3]=1, predict the reactants needed to synthesize it. The reactants are: [NH2:1][C:2]1[N:7]=[C:6]([C:8]([NH:10][CH2:11][C:12]2[CH:17]=[CH:16][CH:15]=[C:14]([CH2:18][O:19]C(C3C=CC=CC=3)(C3C=CC=CC=3)C3C=CC=CC=3)[N:13]=2)=[O:9])[CH:5]=[C:4]([C:39]2[O:40][CH:41]=[CH:42][CH:43]=2)[N:3]=1.Cl.O1CCOCC1. (4) Given the product [NH2:43][C:42]([NH:41][C:39]1[S:40][C:36]([CH2:35][NH:34][C:4](=[O:5])[CH2:3][N:19]2[C:20]3[CH:25]=[CH:24][CH:23]=[CH:22][C:21]=3[CH:15]([CH2:14][C:13]([O:12][C:8]([CH3:10])([CH3:9])[CH3:11])=[O:31])[CH2:16][CH2:17][C:18]2=[O:26])=[CH:37][N:38]=1)=[NH:44], predict the reactants needed to synthesize it. The reactants are: CN1CC[O:5][CH2:4][CH2:3]1.[C:8]([O:12][C:13](=[O:31])[CH2:14][C:15]1(CC(O)=O)[C:21]2[CH:22]=[CH:23][CH:24]=[CH:25][C:20]=2[NH:19][C:18](=[O:26])[CH2:17][CH2:16]1)([CH3:11])([CH3:10])[CH3:9].Cl.Cl.[NH2:34][CH2:35][C:36]1[S:40][C:39]([NH:41][C:42]([NH2:44])=[NH:43])=[N:38][CH:37]=1.[B-](F)(F)(F)F.CCOC(C(C#N)=NOC(N(C)C)=[N+](C)C)=O.NCCCCC1N=C2C(CCCN2)=CC=1. (5) The reactants are: C(OC(=O)[NH:7][C:8]1[O:9][CH2:10][C@@:11]2([C:21]3[C:16](=[CH:17][CH:18]=[C:19]([NH:22][C:23]([C:25]4[CH:30]=[N:29][C:28]([CH:31]([F:33])[F:32])=[CH:27][N:26]=4)=[O:24])[CH:20]=3)[O:15][C:14]([CH3:35])([CH3:34])[C:13]32[CH2:37][CH2:36]3)[N:12]=1)(C)(C)C.FC(F)(F)C(O)=O. Given the product [NH2:7][C:8]1[O:9][CH2:10][C@@:11]2([C:21]3[C:16](=[CH:17][CH:18]=[C:19]([NH:22][C:23]([C:25]4[CH:30]=[N:29][C:28]([CH:31]([F:33])[F:32])=[CH:27][N:26]=4)=[O:24])[CH:20]=3)[O:15][C:14]([CH3:35])([CH3:34])[C:13]32[CH2:37][CH2:36]3)[N:12]=1, predict the reactants needed to synthesize it. (6) Given the product [CH3:7][O:8][C:9](=[O:10])[C:4]1[CH:3]=[C:2]([Cl:1])[CH:13]=[CH:12][C:5]=1[NH2:6], predict the reactants needed to synthesize it. The reactants are: [Cl:1][C:2]1[CH:13]=[CH:12][C:5]2[NH:6][C:7](=O)[O:8][C:9](=[O:10])[C:4]=2[CH:3]=1. (7) The reactants are: [CH2:1]([O:3][C:4](=[O:23])[C@@H:5]([O:21][CH3:22])[CH2:6][C:7]1[CH:12]=[CH:11][C:10](OS(C(F)(F)F)(=O)=O)=[CH:9][CH:8]=1)[CH3:2].[CH:24]([C:26]1[CH:27]=[C:28](B(O)O)[CH:29]=[CH:30][CH:31]=1)=[O:25].C([O-])([O-])=O.[Na+].[Na+].[BH4-].[Na+]. Given the product [CH2:1]([O:3][C:4](=[O:23])[C@@H:5]([O:21][CH3:22])[CH2:6][C:7]1[CH:12]=[CH:11][C:10]([C:30]2[CH:29]=[CH:28][CH:27]=[C:26]([CH2:24][OH:25])[CH:31]=2)=[CH:9][CH:8]=1)[CH3:2], predict the reactants needed to synthesize it.